Dataset: Catalyst prediction with 721,799 reactions and 888 catalyst types from USPTO. Task: Predict which catalyst facilitates the given reaction. (1) Reactant: [NH2:1][C:2]1[N:6]([C:7]2[CH:12]=[CH:11][C:10]([F:13])=[CH:9][CH:8]=2)[N:5]=[CH:4][C:3]=1[C:14]([NH:16][CH2:17][C:18]([CH2:24][NH:25][CH2:26][CH2:27][F:28])([OH:23])[C:19]([F:22])([F:21])[F:20])=[O:15].C(N(C(C)C)CC)(C)C.[C:38](Cl)(=[O:45])[C:39]1[CH:44]=[CH:43][CH:42]=[CH:41][CH:40]=1. The catalyst class is: 4. Product: [NH2:1][C:2]1[N:6]([C:7]2[CH:12]=[CH:11][C:10]([F:13])=[CH:9][CH:8]=2)[N:5]=[CH:4][C:3]=1[C:14]([NH:16][CH2:17][C:18]([CH2:24][N:25]([CH2:26][CH2:27][F:28])[C:38]([C:39]1[CH:44]=[CH:43][CH:42]=[CH:41][CH:40]=1)=[O:45])([OH:23])[C:19]([F:21])([F:22])[F:20])=[O:15]. (2) Reactant: [CH2:1]([N:4]1[C:13]2[C:8](=[CH:9][CH:10]=[C:11]([OH:14])[CH:12]=2)[CH2:7][CH2:6][CH2:5]1)[C:2]#[CH:3].[H-].[Na+].[CH3:17][N:18]([CH3:22])[C:19](Cl)=[O:20]. Product: [CH3:17][N:18]([CH3:22])[C:19](=[O:20])[O:14][C:11]1[CH:12]=[C:13]2[C:8]([CH2:7][CH2:6][CH2:5][N:4]2[CH2:1][C:2]#[CH:3])=[CH:9][CH:10]=1. The catalyst class is: 54.